From a dataset of Full USPTO retrosynthesis dataset with 1.9M reactions from patents (1976-2016). Predict the reactants needed to synthesize the given product. (1) Given the product [Br:1][C:2]1[CH:21]=[CH:20][C:5]2[O:6][CH2:7][C:8](=[O:19])[CH2:9][N:10]3[C:18]4[CH:17]=[CH:16][CH:15]=[CH:14][C:13]=4[CH:12]=[C:11]3[C:4]=2[CH:3]=1, predict the reactants needed to synthesize it. The reactants are: [Br:1][C:2]1[CH:21]=[CH:20][C:5]2[O:6][CH2:7][CH:8]([OH:19])[CH2:9][N:10]3[C:18]4[CH:17]=[CH:16][CH:15]=[CH:14][C:13]=4[CH:12]=[C:11]3[C:4]=2[CH:3]=1. (2) The reactants are: [Cl:1][C:2]1[CH:11]=[CH:10][C:9]([CH:12](Br)Br)=[C:8]2[C:3]=1[C:4](=[O:16])[CH:5]=[C:6]([CH3:15])[O:7]2.C[N+]1([O-])CC[O:21]CC1. Given the product [Cl:1][C:2]1[CH:11]=[CH:10][C:9]([CH:12]=[O:21])=[C:8]2[C:3]=1[C:4](=[O:16])[CH:5]=[C:6]([CH3:15])[O:7]2, predict the reactants needed to synthesize it.